From a dataset of Reaction yield outcomes from USPTO patents with 853,638 reactions. Predict the reaction yield, written as a fraction of the theoretical maximum amount of product (1.0 means a 100% yield; for example, 0.34 means a 34% yield). (1) The reactants are C[Si](Br)(C)C.C([O:8][P:9]([CH2:14][CH2:15][CH2:16][CH2:17][CH2:18][CH2:19][NH:20][C:21]([NH:23][CH2:24][CH2:25][O:26][C:27](=[O:31])[C:28]([CH3:30])=[CH2:29])=[O:22])(=[O:13])[O:10]CC)C. The catalyst is C(Cl)Cl. The product is [C:27]([O:26][CH2:25][CH2:24][NH:23][C:21]([NH:20][CH2:19][CH2:18][CH2:17][CH2:16][CH2:15][CH2:14][P:9](=[O:8])([OH:13])[OH:10])=[O:22])(=[O:31])[C:28]([CH3:30])=[CH2:29]. The yield is 1.00. (2) The reactants are C(OC([N:8]1[CH2:14][CH2:13][C:12]2[CH:15]=[CH:16][C:17]([C:19]#[N:20])=[CH:18][C:11]=2[CH2:10][CH2:9]1)=O)(C)(C)C.FC(F)(F)C(O)=O. The catalyst is ClCCl. The product is [C:19]([C:17]1[CH:16]=[CH:15][C:12]2[CH2:13][CH2:14][NH:8][CH2:9][CH2:10][C:11]=2[CH:18]=1)#[N:20]. The yield is 0.440.